Dataset: Forward reaction prediction with 1.9M reactions from USPTO patents (1976-2016). Task: Predict the product of the given reaction. (1) The product is: [Cl:1][C:2]1[CH:7]=[C:6]([CH3:8])[CH:5]=[C:4]([F:9])[C:3]=1[CH:20]=[O:21]. Given the reactants [Cl:1][C:2]1[CH:7]=[C:6]([CH3:8])[CH:5]=[C:4]([F:9])[CH:3]=1.C([N-]C(C)C)(C)C.[Li+].CN(C)[CH:20]=[O:21].C(O)(=O)C, predict the reaction product. (2) Given the reactants [Cl:1][C:2]1[CH:7]=[CH:6][C:5]([NH:8][C:9](=[O:17])[CH2:10][C:11]2[CH:16]=[CH:15][CH:14]=[CH:13][CH:12]=2)=[CH:4][CH:3]=1.C([O:20][C:21](=O)[C:22](OCC)=[O:23])C.CC(C)([O-])C.[K+], predict the reaction product. The product is: [Cl:1][C:2]1[CH:3]=[CH:4][C:5]([N:8]2[C:9](=[O:17])[C:10]([C:11]3[CH:12]=[CH:13][CH:14]=[CH:15][CH:16]=3)=[C:22]([OH:23])[C:21]2=[O:20])=[CH:6][CH:7]=1. (3) Given the reactants [CH3:1][O:2][C:3]1[CH:4]=[C:5]([OH:10])[CH:6]=[C:7]([CH3:9])[CH:8]=1.[S:11](O[S:11]([C:14]([F:17])([F:16])[F:15])(=[O:13])=[O:12])([C:14]([F:17])([F:16])[F:15])(=[O:13])=[O:12].Cl, predict the reaction product. The product is: [F:15][C:14]([F:17])([F:16])[S:11]([O:10][C:5]1[CH:6]=[C:7]([CH3:9])[CH:8]=[C:3]([O:2][CH3:1])[CH:4]=1)(=[O:13])=[O:12].